Predict the reactants needed to synthesize the given product. From a dataset of Full USPTO retrosynthesis dataset with 1.9M reactions from patents (1976-2016). (1) Given the product [C:1]([O:5][C:6]([NH:8][C@H:9]([C:35](=[O:59])[NH:36][C@H:37]([CH2:48][C:49]1[CH:54]=[CH:53][C:52]([C:55]([F:57])([F:58])[F:56])=[CH:51][CH:50]=1)[C:38]([OH:40])=[O:39])[CH2:10][CH2:11][C:12](=[O:34])[N:13]([CH2:24][CH2:25][NH:26][C:27]([O:29][C:30]([CH3:33])([CH3:32])[CH3:31])=[O:28])[CH2:14][CH2:15][NH:16][C:17](=[O:23])[O:18][C:19]([CH3:22])([CH3:21])[CH3:20])=[O:7])([CH3:2])([CH3:3])[CH3:4], predict the reactants needed to synthesize it. The reactants are: [C:1]([O:5][C:6]([NH:8][C@H:9]([C:35](=[O:59])[NH:36][C@H:37]([CH2:48][C:49]1[CH:54]=[CH:53][C:52]([C:55]([F:58])([F:57])[F:56])=[CH:51][CH:50]=1)[C:38]([O:40]CC1C=CC=CC=1)=[O:39])[CH2:10][CH2:11][C:12](=[O:34])[N:13]([CH2:24][CH2:25][NH:26][C:27]([O:29][C:30]([CH3:33])([CH3:32])[CH3:31])=[O:28])[CH2:14][CH2:15][NH:16][C:17](=[O:23])[O:18][C:19]([CH3:22])([CH3:21])[CH3:20])=[O:7])([CH3:4])([CH3:3])[CH3:2]. (2) Given the product [Br:24][C:19]1[C:20]([CH3:23])=[N:21][O:22][C:18]=1[NH:17][S:2]([C:5]1[S:6][CH:7]=[CH:8][C:9]=1[CH2:10][C:11]1[CH:16]=[CH:15][CH:14]=[CH:13][CH:12]=1)(=[O:4])=[O:3], predict the reactants needed to synthesize it. The reactants are: Cl[S:2]([C:5]1[S:6][CH:7]=[CH:8][C:9]=1[CH2:10][C:11]1[CH:16]=[CH:15][CH:14]=[CH:13][CH:12]=1)(=[O:4])=[O:3].[NH2:17][C:18]1[O:22][N:21]=[C:20]([CH3:23])[C:19]=1[Br:24]. (3) Given the product [CH3:1][NH:2][CH2:4][CH2:5][CH2:6][NH:7][C:8]1[CH:17]=[C:16]2[C:11]([CH:12]=[C:13]([C:19]3[CH:24]=[CH:23][CH:22]=[CH:21][C:20]=3[C:25]([F:28])([F:27])[F:26])[NH:14][C:15]2=[O:18])=[CH:10][CH:9]=1, predict the reactants needed to synthesize it. The reactants are: [CH3:1][NH2:2].Br[CH2:4][CH2:5][CH2:6][NH:7][C:8]1[CH:17]=[C:16]2[C:11]([CH:12]=[C:13]([C:19]3[CH:24]=[CH:23][CH:22]=[CH:21][C:20]=3[C:25]([F:28])([F:27])[F:26])[NH:14][C:15]2=[O:18])=[CH:10][CH:9]=1. (4) Given the product [Br:30][C:27]1[CH:26]=[CH:25][C:24]([C:21]2[CH:20]=[CH:19][C:18](/[C:16](/[CH3:17])=[CH:15]/[CH2:14][O:13][C:10]3[CH:11]=[CH:12][C:7]([CH2:6][C@H:5]([O:31][CH2:32][CH3:33])[C:4]([OH:34])=[O:3])=[CH:8][CH:9]=3)=[CH:23][CH:22]=2)=[CH:29][CH:28]=1, predict the reactants needed to synthesize it. The reactants are: C([O:3][C:4](=[O:34])[C@@H:5]([O:31][CH2:32][CH3:33])[CH2:6][C:7]1[CH:12]=[CH:11][C:10]([O:13][CH2:14]/[CH:15]=[C:16](/[C:18]2[CH:23]=[CH:22][C:21]([C:24]3[CH:29]=[CH:28][C:27]([Br:30])=[CH:26][CH:25]=3)=[CH:20][CH:19]=2)\[CH3:17])=[CH:9][CH:8]=1)C.[OH-].[Na+]. (5) Given the product [Br-:13].[CH2:7]([N+:1]1[CH:6]=[CH:5][CH:4]=[CH:3][CH:2]=1)[CH2:8][CH2:9][CH2:10][CH2:11][CH3:12], predict the reactants needed to synthesize it. The reactants are: [N:1]1[CH:6]=[CH:5][CH:4]=[CH:3][CH:2]=1.[CH2:7]([Br:13])[CH2:8][CH2:9][CH2:10][CH2:11][CH3:12].C(N(CC)CC)C. (6) Given the product [CH2:23]([S:22][C:2]1[CH:7]=[CH:6][CH:5]=[CH:4][C:3]=1[S:8]([CH2:11][CH:12]1[CH2:17][CH2:16][O:15][CH2:14][CH2:13]1)(=[O:10])=[O:9])[C:24]1[CH:29]=[CH:28][CH:27]=[CH:26][CH:25]=1, predict the reactants needed to synthesize it. The reactants are: F[C:2]1[CH:7]=[CH:6][CH:5]=[CH:4][C:3]=1[S:8]([CH2:11][CH:12]1[CH2:17][CH2:16][O:15][CH2:14][CH2:13]1)(=[O:10])=[O:9].Cl.C([S:22][CH2:23][C:24]1[CH:29]=[CH:28][CH:27]=[CH:26][CH:25]=1)(=N)N.[OH-].[Na+].C(OCC)(=O)C. (7) The reactants are: Br[C:2]1[CH:7]=[CH:6][CH:5]=[C:4]([O:8][CH3:9])[CH:3]=1.C([Sn](CCCC)(CCCC)[C:15]1[O:16][CH:17]=[CH:18][N:19]=1)CCC. Given the product [CH3:9][O:8][C:4]1[CH:3]=[C:2]([C:15]2[O:16][CH:17]=[CH:18][N:19]=2)[CH:7]=[CH:6][CH:5]=1, predict the reactants needed to synthesize it.